From a dataset of Forward reaction prediction with 1.9M reactions from USPTO patents (1976-2016). Predict the product of the given reaction. (1) Given the reactants [CH2:1]([N:3]([CH2:6][CH3:7])[CH2:4][CH3:5])[CH3:2].[C:8]1([C:14]2[C:18]([C:19](Cl)=[O:20])=[C:17]([CH3:22])[O:16][N:15]=2)[CH:13]=[CH:12][CH:11]=[CH:10][CH:9]=1.O, predict the reaction product. The product is: [CH3:22][C:17]1[O:16][N:15]=[C:14]([C:8]2[CH:13]=[CH:12][CH:11]=[CH:10][CH:9]=2)[C:18]=1[C:19]([C:2]1[CH2:14][C:8]2[C:13]([C:1]=1[N:3]1[CH2:6][CH2:7][CH2:5][CH2:4]1)=[CH:12][CH:11]=[CH:10][CH:9]=2)=[O:20]. (2) Given the reactants C[O:2][C:3](=O)[CH2:4][C@H:5]([NH:16][C:17]([C:19]1[C:20]2[CH:27]=[N:26][N:25]([C:28]3[CH:33]=[CH:32][C:31]([F:34])=[CH:30][CH:29]=3)[C:21]=2[CH:22]=[N:23][CH:24]=1)=[O:18])[C:6]1[CH:11]=[CH:10][N:9]=[C:8]([S:12]([CH3:15])(=[O:14])=[O:13])[CH:7]=1.C(O)C.[CH3:39][NH2:40], predict the reaction product. The product is: [CH3:15][S:12]([C:8]1[CH:7]=[C:6]([C@@H:5]([NH:16][C:17]([C:19]2[C:20]3[CH:27]=[N:26][N:25]([C:28]4[CH:33]=[CH:32][C:31]([F:34])=[CH:30][CH:29]=4)[C:21]=3[CH:22]=[N:23][CH:24]=2)=[O:18])[CH2:4][C:3](=[O:2])[NH:40][CH3:39])[CH:11]=[CH:10][N:9]=1)(=[O:14])=[O:13]. (3) Given the reactants C([C@@H]1N(C(=O)C2C=CC(OC3C=CC=CC=3)=CC=2)C[C@H](CC(C)C)NC1=O)C(C)C.[F:31][C:32]1[CH:37]=[CH:36][CH:35]=[CH:34][C:33]=1[C@@H:38]1[NH:43][C:42](=[O:44])[C@H:41]([CH2:45][CH:46]([CH3:48])[CH3:47])[NH:40][CH2:39]1.[F:49][C:50]1[C:51]([C:62](O)=[O:63])=[N:52][O:53][C:54]=1[C:55]1[CH:60]=[CH:59][C:58]([F:61])=[CH:57][CH:56]=1, predict the reaction product. The product is: [F:49][C:50]1[C:51]([C:62]([N:40]2[CH2:39][C@H:38]([C:33]3[CH:34]=[CH:35][CH:36]=[CH:37][C:32]=3[F:31])[NH:43][C:42](=[O:44])[C@@H:41]2[CH2:45][CH:46]([CH3:48])[CH3:47])=[O:63])=[N:52][O:53][C:54]=1[C:55]1[CH:56]=[CH:57][C:58]([F:61])=[CH:59][CH:60]=1. (4) Given the reactants [N+:1]([CH3:4])([O-:3])=[O:2].[O:5]1[CH2:9][CH2:8][CH2:7][CH:6]1[CH:10]=[O:11].CCN(C(C)C)C(C)C, predict the reaction product. The product is: [N+:1]([CH2:4][CH:10]([CH:6]1[CH2:7][CH2:8][CH2:9][O:5]1)[OH:11])([O-:3])=[O:2]. (5) Given the reactants [F:1][C:2]1[C:3]([NH2:17])=[N:4][C:5]([O:8][CH2:9][C:10]2[CH:15]=[CH:14][C:13]([CH3:16])=[CH:12][CH:11]=2)=[N:6][CH:7]=1.[Li+].C[Si]([N-][Si](C)(C)C)(C)C.[CH3:28][S:29](Cl)(=[O:31])=[O:30], predict the reaction product. The product is: [F:1][C:2]1[C:3]([NH:17][S:29]([CH3:28])(=[O:31])=[O:30])=[N:4][C:5]([O:8][CH2:9][C:10]2[CH:15]=[CH:14][C:13]([CH3:16])=[CH:12][CH:11]=2)=[N:6][CH:7]=1. (6) Given the reactants Cl.[CH2:2]([NH:9][CH:10]1[CH2:16][CH2:15][CH2:14][C:13]2[CH:17]=[C:18]([O:21][CH3:22])[CH:19]=[CH:20][C:12]=2[CH2:11]1)[C:3]1[CH:8]=[CH:7][CH:6]=[CH:5][CH:4]=1.[O:23]([CH2:30][C@H:31]1[O:33][CH2:32]1)[C:24]1[CH:29]=[CH:28][CH:27]=[CH:26][CH:25]=1.C(NC1CCCC2C=C(OC)C=CC=2C1)C1C=CC=CC=1.FC(F)(F)S([O-])(=O)=O.[Yb+3].FC(F)(F)S([O-])(=O)=O.FC(F)(F)S([O-])(=O)=O, predict the reaction product. The product is: [CH2:2]([N:9]([CH2:32][C@H:31]([OH:33])[CH2:30][O:23][C:24]1[CH:29]=[CH:28][CH:27]=[CH:26][CH:25]=1)[CH:10]1[CH2:16][CH2:15][CH2:14][C:13]2[CH:17]=[C:18]([O:21][CH3:22])[CH:19]=[CH:20][C:12]=2[CH2:11]1)[C:3]1[CH:4]=[CH:5][CH:6]=[CH:7][CH:8]=1.